This data is from Forward reaction prediction with 1.9M reactions from USPTO patents (1976-2016). The task is: Predict the product of the given reaction. (1) Given the reactants [NH2:1][C:2]1[C:3]([C:8]([OH:10])=O)=[N:4][CH:5]=[CH:6][CH:7]=1.[Cl:11][C:12]1[CH:18]=[CH:17][C:15]([NH2:16])=[CH:14][CH:13]=1.[CH2:19](Cl)CCl.[CH:23]1[CH:24]=[CH:25][C:26]2N(O)N=N[C:27]=2[CH:28]=1, predict the reaction product. The product is: [Cl:11][C:12]1[CH:18]=[CH:17][C:15]([NH:16][C:8]([C:3]2[C:2]([NH:1][CH2:19][C:27]3[CH:26]=[CH:25][CH:24]=[CH:23][CH:28]=3)=[CH:7][CH:6]=[CH:5][N:4]=2)=[O:10])=[CH:14][CH:13]=1. (2) Given the reactants Br[C:2]1[C:10]2[C:6](=[CH:7][N:8]([CH3:11])[N:9]=2)[CH:5]=[CH:4][CH:3]=1.[B:12]1([B:12]2[O:16][C:15]([CH3:18])([CH3:17])[C:14]([CH3:20])([CH3:19])[O:13]2)[O:16][C:15]([CH3:18])([CH3:17])[C:14]([CH3:20])([CH3:19])[O:13]1.C([O-])(=O)C.[K+], predict the reaction product. The product is: [CH3:11][N:8]1[CH:7]=[C:6]2[C:10]([C:2]([B:12]3[O:16][C:15]([CH3:18])([CH3:17])[C:14]([CH3:20])([CH3:19])[O:13]3)=[CH:3][CH:4]=[CH:5]2)=[N:9]1. (3) Given the reactants [CH3:1][O:2][CH2:3][CH2:4][S:5]([O:8][C:9]1[CH:14]=[CH:13][C:12]([C:15]2([C:23]3[CH:28]=[CH:27][CH:26]=[C:25](Br)[CH:24]=3)[C:19](=[O:20])[N:18]([CH3:21])[C:17]([NH2:22])=[N:16]2)=[CH:11][CH:10]=1)(=[O:7])=[O:6].C([Sn](CCCC)(CCCC)[C:35]1[CH:40]=[N:39][CH:38]=[CH:37][N:36]=1)CCC, predict the reaction product. The product is: [CH3:1][O:2][CH2:3][CH2:4][S:5]([O:8][C:9]1[CH:14]=[CH:13][C:12]([C:15]2([C:23]3[CH:28]=[CH:27][CH:26]=[C:25]([C:35]4[CH:40]=[N:39][CH:38]=[CH:37][N:36]=4)[CH:24]=3)[C:19](=[O:20])[N:18]([CH3:21])[C:17]([NH2:22])=[N:16]2)=[CH:11][CH:10]=1)(=[O:7])=[O:6]. (4) Given the reactants C([O:3][C:4](=O)/[N:5]=[C:6](\OCC)/[CH3:7])C.Cl.[CH:13]([NH:16][NH2:17])([CH3:15])[CH3:14].C(N(CC)CC)C, predict the reaction product. The product is: [CH:13]([N:16]1[C:4](=[O:3])[NH:5][C:6]([CH3:7])=[N:17]1)([CH3:15])[CH3:14]. (5) Given the reactants [Cl:1][C:2]1[CH:17]=[CH:16][C:5]([O:6][C:7]2[CH:8]=[C:9]([CH:13]=[CH:14][CH:15]=2)[C:10](O)=[O:11])=[C:4]([NH:18][C:19]2[C:28]3[C:23](=[N:24][C:25]([CH3:29])=[CH:26][CH:27]=3)[N:22]=[CH:21][CH:20]=2)[CH:3]=1.CN1CCOCC1.ClC(OC(C)=C)=O.[CH2:44]([NH2:47])[CH:45]=[CH2:46], predict the reaction product. The product is: [CH2:44]([NH:47][C:10](=[O:11])[C:9]1[CH:13]=[CH:14][CH:15]=[C:7]([O:6][C:5]2[CH:16]=[CH:17][C:2]([Cl:1])=[CH:3][C:4]=2[NH:18][C:19]2[C:28]3[C:23](=[N:24][C:25]([CH3:29])=[CH:26][CH:27]=3)[N:22]=[CH:21][CH:20]=2)[CH:8]=1)[CH:45]=[CH2:46]. (6) Given the reactants Br[C:2]1[CH:7]=[CH:6][C:5]([CH:8]2[N:12]([C:13]3[CH:18]=[CH:17][CH:16]=[CH:15][C:14]=3[Cl:19])[N:11]=[C:10]([C:20]([F:26])([F:25])[C:21]([F:24])([F:23])[F:22])[CH2:9]2)=[CH:4][CH:3]=1.[CH3:27][S:28][C:29]1[CH:34]=[CH:33][CH:32]=[CH:31][C:30]=1B(O)O.C(=O)([O-])[O-].[Na+].[Na+], predict the reaction product. The product is: [Cl:19][C:14]1[CH:15]=[CH:16][CH:17]=[CH:18][C:13]=1[N:12]1[CH:8]([C:5]2[CH:6]=[CH:7][C:2]([C:30]3[CH:31]=[CH:32][CH:33]=[CH:34][C:29]=3[S:28][CH3:27])=[CH:3][CH:4]=2)[CH2:9][C:10]([C:20]([F:25])([F:26])[C:21]([F:22])([F:24])[F:23])=[N:11]1.